Dataset: Forward reaction prediction with 1.9M reactions from USPTO patents (1976-2016). Task: Predict the product of the given reaction. Given the reactants [OH:1][C:2]1[CH:11]=[CH:10][C:5]([C:6]([O:8][CH3:9])=[O:7])=[CH:4][C:3]=1[O:12][CH3:13].Br[CH2:15][CH2:16][CH2:17][Cl:18].C(=O)([O-])[O-].[K+].[K+].CC(C)=O, predict the reaction product. The product is: [Cl:18][CH2:17][CH2:16][CH2:15][O:1][C:2]1[CH:11]=[CH:10][C:5]([C:6]([O:8][CH3:9])=[O:7])=[CH:4][C:3]=1[O:12][CH3:13].